From a dataset of Full USPTO retrosynthesis dataset with 1.9M reactions from patents (1976-2016). Predict the reactants needed to synthesize the given product. (1) Given the product [F:14][C:12]1[CH:11]=[CH:10][C:9]([O:15][CH3:16])=[C:8]([CH2:7][CH2:6][CH2:5][CH:4]=[O:3])[CH:13]=1, predict the reactants needed to synthesize it. The reactants are: C([O:3][C:4](=O)[CH2:5][CH2:6][CH2:7][C:8]1[CH:13]=[C:12]([F:14])[CH:11]=[CH:10][C:9]=1[O:15][CH3:16])C.CC(C[AlH]CC(C)C)C.CO.Cl. (2) Given the product [C:11]([C:10]1[CH:9]=[CH:8][C:7]([N:6]2[C@@H:5]3[CH2:19][CH2:20][CH2:21][CH2:22][C@H:4]3[N:3]([C:28]3[CH:27]=[CH:26][C:25]([NH:31][C:32](=[O:34])[CH3:33])=[C:24]([F:23])[CH:29]=3)[C:2]2=[O:1])=[CH:14][CH:13]=1)#[N:12], predict the reactants needed to synthesize it. The reactants are: [O:1]=[C:2]1[N:6]([C:7]2[CH:14]=[CH:13][C:10]([C:11]#[N:12])=[C:9](C(F)(F)F)[CH:8]=2)[C@@H:5]2[CH2:19][CH2:20][CH2:21][CH2:22][C@H:4]2[NH:3]1.[F:23][C:24]1[CH:29]=[C:28](I)[CH:27]=[CH:26][C:25]=1[NH:31][C:32](=[O:34])[CH3:33]. (3) The reactants are: [CH2:1]([NH:4][C:5](=O)OC(C)(C)C)[CH:2]=[CH2:3].[CH3:12]CCCCCCCC.P([O-])([O-])([O-])=O.[K+].[K+].[K+].[C:29]12([CH2:39][NH:40][C:41](=[O:50])[C:42]3[C:47]([Cl:48])=[CH:46][N:45]=[C:44](Br)[CH:43]=3)[CH2:38][CH:33]3[CH2:34][CH:35]([CH2:37][CH:31]([CH2:32]3)[CH2:30]1)[CH2:36]2. Given the product [ClH:48].[C:29]12([CH2:39][NH:40][C:41](=[O:50])[C:42]3[C:47]([Cl:48])=[CH:46][N:45]=[C:44]([CH2:3][CH2:2][CH2:1][NH:4][CH2:5][CH3:12])[CH:43]=3)[CH2:38][CH:33]3[CH2:34][CH:35]([CH2:37][CH:31]([CH2:32]3)[CH2:30]1)[CH2:36]2, predict the reactants needed to synthesize it.